This data is from Reaction yield outcomes from USPTO patents with 853,638 reactions. The task is: Predict the reaction yield, written as a fraction of the theoretical maximum amount of product (1.0 means a 100% yield; for example, 0.34 means a 34% yield). The reactants are C[O:2][C:3]([C:5]1[CH:6]=[C:7]([NH:11][C:12]2[N:17]=[C:16]([NH:18][C:19]3[CH:24]=[CH:23][CH:22]=[C:21]([C:25]([O:27]C)=[O:26])[CH:20]=3)[C:15]([F:29])=[CH:14][N:13]=2)[CH:8]=[CH:9][CH:10]=1)=[O:4].[OH-].[Na+]. The catalyst is C1COCC1.O.C(OCC)(=O)C. The product is [C:3]([C:5]1[CH:6]=[C:7]([NH:11][C:12]2[N:17]=[C:16]([NH:18][C:19]3[CH:24]=[CH:23][CH:22]=[C:21]([C:25]([OH:27])=[O:26])[CH:20]=3)[C:15]([F:29])=[CH:14][N:13]=2)[CH:8]=[CH:9][CH:10]=1)([OH:4])=[O:2]. The yield is 0.580.